From a dataset of Forward reaction prediction with 1.9M reactions from USPTO patents (1976-2016). Predict the product of the given reaction. (1) Given the reactants [NH2:1][C:2]1[CH:3]=[C:4]([C:8]2[N:13]3[N:14]=[CH:15][C:16]([C:17]([C:19]4[S:20][CH:21]=[CH:22][CH:23]=4)=[O:18])=[C:12]3[N:11]=[CH:10][CH:9]=2)[CH:5]=[CH:6][CH:7]=1.[N:24]1[CH:29]=[CH:28][C:27]([CH2:30][C:31](O)=[O:32])=[CH:26][CH:25]=1, predict the reaction product. The product is: [N:24]1[CH:29]=[CH:28][C:27]([CH2:30][C:31]([NH:1][C:2]2[CH:7]=[CH:6][CH:5]=[C:4]([C:8]3[N:13]4[N:14]=[CH:15][C:16]([C:17]([C:19]5[S:20][CH:21]=[CH:22][CH:23]=5)=[O:18])=[C:12]4[N:11]=[CH:10][CH:9]=3)[CH:3]=2)=[O:32])=[CH:26][CH:25]=1. (2) The product is: [Cl:16][C:5]1[C:4]([N+:1]([O-:3])=[O:2])=[CH:9][N:8]=[C:7]2[S:10][CH:11]=[CH:12][C:6]=12. Given the reactants [N+:1]([C:4]1[CH:9]=[N:8][C:7]2[S:10][CH:11]=[CH:12][C:6]=2[C:5]=1O)([O-:3])=[O:2].O=P(Cl)(Cl)[Cl:16], predict the reaction product. (3) Given the reactants [CH:1]1([NH2:9])[CH2:8][CH2:7][CH2:6][CH2:5][CH2:4][CH2:3][CH2:2]1.Cl[C:11](OC1C=CC([N+]([O-])=O)=CC=1)=[O:12].C(N(C(C)C)CC)(C)C.[Cl:32][C:33]1[CH:42]=[C:41]2[C:36]([C:37]([N:43]3[CH2:48][CH2:47][NH:46][CH2:45][CH2:44]3)=[CH:38][CH:39]=[N:40]2)=[CH:35][CH:34]=1, predict the reaction product. The product is: [Cl:32][C:33]1[CH:42]=[C:41]2[C:36]([C:37]([N:43]3[CH2:48][CH2:47][N:46]([C:11]([NH:9][CH:1]4[CH2:8][CH2:7][CH2:6][CH2:5][CH2:4][CH2:3][CH2:2]4)=[O:12])[CH2:45][CH2:44]3)=[CH:38][CH:39]=[N:40]2)=[CH:35][CH:34]=1. (4) The product is: [CH3:9][O:8][C:5]1[N:4]=[CH:3][C:2]([C:17]2([OH:20])[CH2:18][CH2:19][C:14]3([O:13][CH2:12][CH2:11][O:10]3)[CH2:15][CH2:16]2)=[CH:7][N:6]=1. Given the reactants Br[C:2]1[CH:3]=[N:4][C:5]([O:8][CH3:9])=[N:6][CH:7]=1.[O:10]1[C:14]2([CH2:19][CH2:18][C:17](=[O:20])[CH2:16][CH2:15]2)[O:13][CH2:12][CH2:11]1, predict the reaction product. (5) Given the reactants C(OC(N(CC(OC(C)(C)C)=O)C1C=CC=C(CNS(C2C=CC=CN=2)(=O)=O)N=1)=O)(C)(C)C.[CH:34]([C:37]1[CH:38]=[C:39]([C:43]2[CH:48]=[CH:47][C:46]([CH2:49][OH:50])=[CH:45][CH:44]=2)[CH:40]=[CH:41][CH:42]=1)=[CH:35][CH3:36], predict the reaction product. The product is: [CH2:34]([C:37]1[CH:38]=[C:39]([C:43]2[CH:44]=[CH:45][C:46]([CH2:49][OH:50])=[CH:47][CH:48]=2)[CH:40]=[CH:41][CH:42]=1)[CH2:35][CH3:36]. (6) Given the reactants [Cl:1][C:2]1[CH:3]=[CH:4][C:5]2[N:11]3[C:12]([C:15]([F:18])([F:17])[F:16])=[N:13][N:14]=[C:10]3[C@H:9]([CH2:19][C:20]([O:22]CC)=[O:21])[O:8][C@@H:7]([C:25]3[CH:30]=[CH:29][CH:28]=[C:27]([O:31][CH3:32])[C:26]=3[Cl:33])[C:6]=2[CH:34]=1.Cl, predict the reaction product. The product is: [Cl:1][C:2]1[CH:3]=[CH:4][C:5]2[N:11]3[C:12]([C:15]([F:18])([F:17])[F:16])=[N:13][N:14]=[C:10]3[C@H:9]([CH2:19][C:20]([OH:22])=[O:21])[O:8][C@@H:7]([C:25]3[CH:30]=[CH:29][CH:28]=[C:27]([O:31][CH3:32])[C:26]=3[Cl:33])[C:6]=2[CH:34]=1. (7) The product is: [CH3:19][O:18][C@@H:5]([CH2:6][C:7]1[CH:8]=[CH:9][C:10]([O:13][CH2:14][C:15](=[O:17])[NH:29][CH:27]([C:21]2[CH:26]=[CH:25][CH:24]=[CH:23][CH:22]=2)[CH3:28])=[CH:11][CH:12]=1)[C:4]([OH:3])=[O:20]. Given the reactants C([O:3][C:4](=[O:20])[C@@H:5]([O:18][CH3:19])[CH2:6][C:7]1[CH:12]=[CH:11][C:10]([O:13][CH2:14][C:15]([OH:17])=O)=[CH:9][CH:8]=1)C.[C:21]1([CH:27]([NH2:29])[CH3:28])[CH:26]=[CH:25][CH:24]=[CH:23][CH:22]=1.C(O[C@@H](CC1C=CC(O[C@@H](C(=O)NCCC2C=CC(OC3C=CC=CC=3)=CC=2)C)=CC=1)C(O)=O)C, predict the reaction product. (8) Given the reactants Cl.[F:2][C:3]([F:10])([F:9])[C:4]([CH3:8])([NH2:7])[CH2:5][NH2:6].[F:11][C:12]1[CH:33]=[CH:32][CH:31]=[C:30]([F:34])[C:13]=1[CH2:14][O:15][C:16]1[C:17]2[N:18]([C:23]([C:27](O)=[O:28])=[C:24]([CH3:26])[N:25]=2)[CH:19]=[C:20]([CH3:22])[CH:21]=1.CN(C(ON1N=NC2C=CC=CC1=2)=[N+](C)C)C.[B-](F)(F)(F)F.CN1CCOCC1, predict the reaction product. The product is: [NH2:7][C:4]([CH3:8])([C:3]([F:10])([F:9])[F:2])[CH2:5][NH:6][C:27]([C:23]1[N:18]2[CH:19]=[C:20]([CH3:22])[CH:21]=[C:16]([O:15][CH2:14][C:13]3[C:30]([F:34])=[CH:31][CH:32]=[CH:33][C:12]=3[F:11])[C:17]2=[N:25][C:24]=1[CH3:26])=[O:28]. (9) Given the reactants C([O:8][C:9](=[O:33])[CH2:10][N:11]([C:26]([O:28][C:29]([CH3:32])([CH3:31])[CH3:30])=[O:27])[CH:12]1[CH2:17][CH2:16][CH:15]([NH:18][C:19]([O:21][C:22]([CH3:25])([CH3:24])[CH3:23])=[O:20])[CH2:14][CH2:13]1)C1C=CC=CC=1, predict the reaction product. The product is: [C:29]([O:28][C:26]([N:11]([CH2:10][C:9]([OH:33])=[O:8])[CH:12]1[CH2:17][CH2:16][CH:15]([NH:18][C:19]([O:21][C:22]([CH3:24])([CH3:23])[CH3:25])=[O:20])[CH2:14][CH2:13]1)=[O:27])([CH3:32])([CH3:30])[CH3:31].